From a dataset of Full USPTO retrosynthesis dataset with 1.9M reactions from patents (1976-2016). Predict the reactants needed to synthesize the given product. (1) Given the product [CH2:30]([O:32][C:33](=[O:36])[CH2:34][N:22]1[CH2:21][CH2:20][C:6]2[N:7]([CH2:11][CH:12]([OH:13])[C:14]3[CH:19]=[CH:18][N:17]=[CH:16][CH:15]=3)[C:8]3[CH:9]=[CH:10][C:2]([CH3:1])=[CH:3][C:4]=3[C:5]=2[CH2:23]1)[CH3:31], predict the reactants needed to synthesize it. The reactants are: [CH3:1][C:2]1[CH:10]=[CH:9][C:8]2[N:7]([CH2:11][CH:12]([C:14]3[CH:19]=[CH:18][N:17]=[CH:16][CH:15]=3)[OH:13])[C:6]3[CH2:20][CH2:21][NH:22][CH2:23][C:5]=3[C:4]=2[CH:3]=1.C(=O)([O-])[O-].[K+].[K+].[CH2:30]([O:32][C:33](=[O:36])[CH2:34]Br)[CH3:31]. (2) Given the product [CH3:11][N:12]([C:13]([CH3:16])([CH3:15])[CH3:14])[C:5](=[O:6])[C:4]1[CH:8]=[CH:9][CH:10]=[C:2]([F:1])[CH:3]=1, predict the reactants needed to synthesize it. The reactants are: [F:1][C:2]1[CH:3]=[C:4]([CH:8]=[CH:9][CH:10]=1)[C:5](Cl)=[O:6].[CH3:11][NH:12][C:13]([CH3:16])([CH3:15])[CH3:14]. (3) Given the product [Si:23]([O:22][CH:13]1[CH:12]([CH3:30])[NH:11][C:15](=[O:16])[C:14]1([CH3:21])[CH3:20])([C:26]([CH3:29])([CH3:28])[CH3:27])([CH3:25])[CH3:24], predict the reactants needed to synthesize it. The reactants are: C(OC([NH:11][CH:12]([CH3:30])[CH:13]([O:22][Si:23]([C:26]([CH3:29])([CH3:28])[CH3:27])([CH3:25])[CH3:24])[C:14]([CH3:21])([CH3:20])[C:15](OCC)=[O:16])=O)C1C=CC=CC=1. (4) The reactants are: Cl.[Cl:2][C:3]1[CH:4]=[C:5]([CH:18]=[CH:19][C:20]=1[F:21])[NH:6][C:7]1[C:16]2[C:11](=[CH:12][CH:13]=[CH:14][C:15]=2F)[N:10]=[CH:9][N:8]=1.[OH:22][CH:23]1[CH2:28][CH2:27][CH2:26][N:25]([CH3:29])[CH2:24]1. Given the product [Cl:2][C:3]1[CH:4]=[C:5]([CH:18]=[CH:19][C:20]=1[F:21])[NH:6][C:7]1[C:16]2[C:11](=[CH:12][CH:13]=[CH:14][C:15]=2[O:22][CH:23]2[CH2:28][CH2:27][CH2:26][N:25]([CH3:29])[CH2:24]2)[N:10]=[CH:9][N:8]=1, predict the reactants needed to synthesize it. (5) Given the product [F:1][C:2]1[C:7]([CH:8]([O:14][CH3:21])[CH2:9][CH2:10][CH2:11][CH2:12][CH3:13])=[CH:6][CH:5]=[CH:4][C:3]=1[C:15]1([CH3:20])[O:16][CH2:17][CH2:18][O:19]1, predict the reactants needed to synthesize it. The reactants are: [F:1][C:2]1[C:7]([CH:8]([OH:14])[CH2:9][CH2:10][CH2:11][CH2:12][CH3:13])=[CH:6][CH:5]=[CH:4][C:3]=1[C:15]1([CH3:20])[O:19][CH2:18][CH2:17][O:16]1.[CH3:21]I.[H-].[Na+].[Cl-].[NH4+].